Task: Predict the reactants needed to synthesize the given product.. Dataset: Full USPTO retrosynthesis dataset with 1.9M reactions from patents (1976-2016) Given the product [OH:13][CH2:2][C:3]1[O:4][C:5](=[O:9])[O:6][C:7]=1[CH3:8], predict the reactants needed to synthesize it. The reactants are: Cl[CH2:2][C:3]1[O:4][C:5](=[O:9])[O:6][C:7]=1[CH3:8].[I-].[Na+].C(O)=[O:13].C.